Dataset: Experimentally validated miRNA-target interactions with 360,000+ pairs, plus equal number of negative samples. Task: Binary Classification. Given a miRNA mature sequence and a target amino acid sequence, predict their likelihood of interaction. (1) The miRNA is hsa-miR-6813-3p with sequence AACCUUGGCCCCUCUCCCCAG. The protein sequence of the target gene is MGPLSAPPCTEHIKWKGLLVTASLLNFWNLPTTAQVTIEAQPPKVSEGKDVLLLVHNLPQNLTGYIWYKGQIRDLYHYITSYVVDGQIIIYGPAYSGRETAYSNASLLIQNVTREDAGSYTLHIIKRGDGTRGVTGYFTFTLYLETPKPSISSSNLNPREAMETVILTCDPETPDTSYQWWMNGQSLPMTHRFQLSETNRTLFLFGVTKYTAGPYECEIRNSGSASRSDPVTLNLLHGPDLPRIHPSYTNYRSGDNLYLSCFANSNPPAQYSWTINGKFQQSGQNLFIPQITTKHSGLYV.... Result: 0 (no interaction). (2) The miRNA is mmu-miR-29b-3p with sequence UAGCACCAUUUGAAAUCAGUGUU. The protein sequence of the target gene is MASKTKASEALKVVARCRPLSRKEEAAGHEQILTMDVKLGQVTLRNPRAAPGELPKTFTFDAVYDASSKQADLYDETVRPLIDSVLQGFNGTVFAYGQTGTGKTYTMQGTWVEPELRGVIPNAFEHIFTHISRSQNQQYLVRASYLEIYQEEIRDLLSKEPGKRLELKENPETGVYIKDLSSFVTKNVKEIEHVMNLGNQTRAVGSTHMNEVSSRSHAIFIITVECSERGSDGQDHIRVGKLNLVDLAGSERQNKAGPNTAGGAATPSSGGGGGGGGSGGGAGGERPKEASKINLSLSAL.... Result: 0 (no interaction).